From a dataset of NCI-60 drug combinations with 297,098 pairs across 59 cell lines. Regression. Given two drug SMILES strings and cell line genomic features, predict the synergy score measuring deviation from expected non-interaction effect. (1) Drug 1: CC(CN1CC(=O)NC(=O)C1)N2CC(=O)NC(=O)C2. Drug 2: CC1=C(C(=O)C2=C(C1=O)N3CC4C(C3(C2COC(=O)N)OC)N4)N. Cell line: COLO 205. Synergy scores: CSS=64.2, Synergy_ZIP=-1.13, Synergy_Bliss=-2.56, Synergy_Loewe=1.45, Synergy_HSA=3.02. (2) Drug 1: CC1=C(C(=CC=C1)Cl)NC(=O)C2=CN=C(S2)NC3=CC(=NC(=N3)C)N4CCN(CC4)CCO. Drug 2: C1C(C(OC1N2C=NC3=C2NC=NCC3O)CO)O. Cell line: HCC-2998. Synergy scores: CSS=0.865, Synergy_ZIP=-4.55, Synergy_Bliss=-7.77, Synergy_Loewe=-11.7, Synergy_HSA=-6.57.